Dataset: Full USPTO retrosynthesis dataset with 1.9M reactions from patents (1976-2016). Task: Predict the reactants needed to synthesize the given product. (1) Given the product [C:38]([O:37][C:36](=[O:42])[CH2:35][C:33]1([CH2:43][C:44](=[O:45])[O:46][C:47]([CH3:50])([CH3:49])[CH3:48])[O:32][N:31]=[C:30]([C:11]2[CH:10]=[C:9]([OH:8])[CH:14]=[CH:13][C:12]=2[CH:15]2[CH2:16][CH2:17][N:18]([CH2:21][CH2:22][C:23]([O:25][C:26]([CH3:29])([CH3:27])[CH3:28])=[O:24])[CH2:19][CH2:20]2)[CH2:34]1)([CH3:39])([CH3:40])[CH3:41], predict the reactants needed to synthesize it. The reactants are: C([O:8][C:9]1[CH:14]=[CH:13][C:12]([C:15]2[CH2:16][CH2:17][N:18]([CH2:21][CH2:22][C:23]([O:25][C:26]([CH3:29])([CH3:28])[CH3:27])=[O:24])[CH2:19][CH:20]=2)=[C:11]([C:30]2[CH2:34][C:33]([CH2:43][C:44]([O:46][C:47]([CH3:50])([CH3:49])[CH3:48])=[O:45])([CH2:35][C:36](=[O:42])[O:37][C:38]([CH3:41])([CH3:40])[CH3:39])[O:32][N:31]=2)[CH:10]=1)C1C=CC=CC=1. (2) Given the product [F:1][C:2]1[CH:7]=[CH:6][C:5]([N:8]2[C:9](=[O:35])[CH:10]([CH2:24][CH2:25][CH:26]([C:28]3[CH:33]=[CH:32][C:31]([F:34])=[CH:30][CH:29]=3)[OH:27])[CH:11]2[C:12]2[CH:17]=[CH:16][C:15]([O:18][CH2:19][CH2:20][CH2:21][CH2:22][N:37]([CH3:36])[CH2:38][CH2:39][S:40]([OH:43])(=[O:42])=[O:41])=[CH:14][CH:13]=2)=[CH:4][CH:3]=1, predict the reactants needed to synthesize it. The reactants are: [F:1][C:2]1[CH:7]=[CH:6][C:5]([N:8]2[CH:11]([C:12]3[CH:17]=[CH:16][C:15]([O:18][CH2:19][CH2:20][CH2:21][CH2:22]I)=[CH:14][CH:13]=3)[CH:10]([CH2:24][CH2:25][CH:26]([C:28]3[CH:33]=[CH:32][C:31]([F:34])=[CH:30][CH:29]=3)[OH:27])[C:9]2=[O:35])=[CH:4][CH:3]=1.[CH3:36][NH:37][CH2:38][CH2:39][S:40]([OH:43])(=[O:42])=[O:41].C(=O)([O-])[O-].[K+].[K+]. (3) Given the product [Cl:3][C:4]1[CH:9]=[C:8]([NH:10][CH2:26][C:13]2([F:12])[CH2:14][CH2:15][N:16]([C:19]([O:21][C:22]([CH3:25])([CH3:24])[CH3:23])=[O:20])[CH2:17][CH2:18]2)[C:7]([I:11])=[CH:6][N:5]=1, predict the reactants needed to synthesize it. The reactants are: [H-].[Na+].[Cl:3][C:4]1[CH:9]=[C:8]([NH2:10])[C:7]([I:11])=[CH:6][N:5]=1.[F:12][C:13]1([CH2:26]OS(C2C=CC(C)=CC=2)(=O)=O)[CH2:18][CH2:17][N:16]([C:19]([O:21][C:22]([CH3:25])([CH3:24])[CH3:23])=[O:20])[CH2:15][CH2:14]1.